This data is from Catalyst prediction with 721,799 reactions and 888 catalyst types from USPTO. The task is: Predict which catalyst facilitates the given reaction. (1) Reactant: [NH2:1][C:2]1[CH:10]=[CH:9][C:5]([C:6]([OH:8])=[O:7])=[C:4]([F:11])[CH:3]=1.[C:12](OC(=O)C)(=[O:14])[CH3:13]. Product: [C:12]([NH:1][C:2]1[CH:10]=[CH:9][C:5]([C:6]([OH:8])=[O:7])=[C:4]([F:11])[CH:3]=1)(=[O:14])[CH3:13]. The catalyst class is: 86. (2) Reactant: [CH:1]1([O:6][C:7](=[O:48])[C@@H:8]([NH:40]C(OC(C)(C)C)=O)[CH2:9][CH2:10][O:11][C:12]2[CH:21]=[C:20]3[C:15]([C:16]([S:22][C:23]4[CH:28]=[CH:27][C:26]([NH:29][C:30](=[O:37])[C:31]5[CH:36]=[CH:35][CH:34]=[CH:33][CH:32]=5)=[CH:25][CH:24]=4)=[CH:17][CH:18]=[N:19]3)=[CH:14][C:13]=2[O:38][CH3:39])[CH2:5][CH2:4][CH2:3][CH2:2]1. Product: [CH:1]1([O:6][C:7](=[O:48])[C@@H:8]([NH2:40])[CH2:9][CH2:10][O:11][C:12]2[CH:21]=[C:20]3[C:15]([C:16]([S:22][C:23]4[CH:28]=[CH:27][C:26]([NH:29][C:30](=[O:37])[C:31]5[CH:32]=[CH:33][CH:34]=[CH:35][CH:36]=5)=[CH:25][CH:24]=4)=[CH:17][CH:18]=[N:19]3)=[CH:14][C:13]=2[O:38][CH3:39])[CH2:5][CH2:4][CH2:3][CH2:2]1. The catalyst class is: 157. (3) Reactant: Cl[CH2:2][CH2:3][CH2:4][N:5]1[C:10]2[CH:11]=[C:12]([F:15])[CH:13]=[CH:14][C:9]=2[O:8][CH2:7][C:6]1=[O:16].[CH:17]1([CH2:20][O:21][CH:22]2[CH2:27][CH2:26][NH:25][CH2:24][CH2:23]2)[CH2:19][CH2:18]1.[Na+].[I-].C([O-])([O-])=O.[K+].[K+]. Product: [CH:17]1([CH2:20][O:21][CH:22]2[CH2:27][CH2:26][N:25]([CH2:2][CH2:3][CH2:4][N:5]3[C:10]4[CH:11]=[C:12]([F:15])[CH:13]=[CH:14][C:9]=4[O:8][CH2:7][C:6]3=[O:16])[CH2:24][CH2:23]2)[CH2:18][CH2:19]1. The catalyst class is: 23.